Dataset: Full USPTO retrosynthesis dataset with 1.9M reactions from patents (1976-2016). Task: Predict the reactants needed to synthesize the given product. (1) Given the product [I:1][C:2]1[CH:7]=[CH:6][C:5](/[C:8](/[C:12]2[CH:21]=[CH:20][C:15]3[O:16][C:17]([CH3:19])=[CH:18][C:14]=3[CH:13]=2)=[CH:9]/[CH2:10][O:11][C:32]2[CH:31]=[CH:30][C:24]([O:25][CH2:26][C:27]([O:29][CH3:59])=[O:28])=[C:23]([CH3:22])[CH:33]=2)=[CH:4][CH:3]=1, predict the reactants needed to synthesize it. The reactants are: [I:1][C:2]1[CH:7]=[CH:6][C:5](/[C:8](/[C:12]2[CH:21]=[CH:20][C:15]3[O:16][C:17]([CH3:19])=[CH:18][C:14]=3[CH:13]=2)=[CH:9]/[CH2:10][OH:11])=[CH:4][CH:3]=1.[CH3:22][C:23]1[CH:33]=[C:32](OC/C=C(/C2C=CC(C#CCN3CCOCC3)=CC=2)\C2C=CC=CC=2)[CH:31]=[CH:30][C:24]=1[O:25][CH2:26][C:27]([OH:29])=[O:28].[C:59]1(P(C2C=CC=CC=2)C2C=CC=CC=2)C=CC=CC=1.N(C(OC(C)C)=O)=NC(OC(C)C)=O. (2) Given the product [F:1][C:2]1[CH:7]=[CH:6][CH:5]=[CH:4][C:3]=1[C:8]1[CH:9]=[C:10]([N:14]2[CH2:15][CH2:16][NH:17][CH2:18][CH2:19]2)[N:11]=[CH:12][N:13]=1, predict the reactants needed to synthesize it. The reactants are: [F:1][C:2]1[CH:7]=[CH:6][CH:5]=[CH:4][C:3]=1[C:8]1[N:13]=[CH:12][N:11]=[C:10]([N:14]2[CH2:19][CH2:18][N:17](C(OC(C)(C)C)=O)[CH2:16][CH2:15]2)[CH:9]=1.C(OCC)(=O)C.Cl. (3) Given the product [F:1][C:2]1[CH:3]=[C:4]([CH:5]=[CH:6][C:7]=1[F:8])[O:9][C:11]1[CH:16]=[C:15]([CH3:17])[N:14]=[C:13]([NH:18][C:19]2[CH:24]=[CH:23][C:22]([N:25]3[CH:29]=[C:28]([CH3:30])[N:27]=[CH:26]3)=[C:21]([O:31][CH3:32])[CH:20]=2)[N:12]=1, predict the reactants needed to synthesize it. The reactants are: [F:1][C:2]1[CH:3]=[C:4]([OH:9])[CH:5]=[CH:6][C:7]=1[F:8].Cl[C:11]1[CH:16]=[C:15]([CH3:17])[N:14]=[C:13]([NH:18][C:19]2[CH:24]=[CH:23][C:22]([N:25]3[CH:29]=[C:28]([CH3:30])[N:27]=[CH:26]3)=[C:21]([O:31][CH3:32])[CH:20]=2)[N:12]=1. (4) Given the product [CH3:16][C:15]1[C:14]([C:13]([O:18][CH2:19][CH3:20])=[O:17])=[C:26]2[CH:25]=[CH:24][CH:23]=[N:22][N:21]2[C:2]=1[C:3]([C:5]1[CH:10]=[CH:9][N:8]([CH3:11])[C:7](=[O:12])[CH:6]=1)=[O:4], predict the reactants needed to synthesize it. The reactants are: Br[CH2:2][C:3]([C:5]1[CH:10]=[CH:9][N:8]([CH3:11])[C:7](=[O:12])[CH:6]=1)=[O:4].[C:13]([O:18][CH2:19][CH3:20])(=[O:17])[C:14]#[C:15][CH3:16].[N:21]1[CH:26]=[CH:25][CH:24]=[CH:23][N:22]=1.